Task: Predict the reaction yield, written as a fraction of the theoretical maximum amount of product (1.0 means a 100% yield; for example, 0.34 means a 34% yield).. Dataset: Reaction yield outcomes from USPTO patents with 853,638 reactions (1) The reactants are [CH:1]([N:4]1[CH2:9][CH2:8][CH:7]([O:10][C:11]2[CH:19]=[CH:18][C:17]3[N:16]4[CH2:20][CH2:21][NH:22][C:23](=[O:24])[C:15]4=[CH:14][C:13]=3[CH:12]=2)[CH2:6][CH2:5]1)([CH3:3])[CH3:2].[H-].[Na+].Br[CH2:28][CH:29]1[CH2:31][CH2:30]1.[Cl-].[NH4+]. The catalyst is CN(C)C=O. The product is [CH:29]1([CH2:28][N:22]2[CH2:21][CH2:20][N:16]3[C:17]4[CH:18]=[CH:19][C:11]([O:10][CH:7]5[CH2:8][CH2:9][N:4]([CH:1]([CH3:3])[CH3:2])[CH2:5][CH2:6]5)=[CH:12][C:13]=4[CH:14]=[C:15]3[C:23]2=[O:24])[CH2:31][CH2:30]1. The yield is 0.380. (2) The reactants are C=O.[CH3:3][NH:4][CH3:5].[Cl:6][C:7]1[CH:8]=[C:9]2[C:13](=[CH:14][CH:15]=1)[NH:12][CH:11]=[CH:10]2.[C:16]([O-])(O)=O.[Na+].[OH-].[Na+]. The catalyst is CCO.CC(O)=O. The product is [Cl:6][C:7]1[CH:8]=[C:9]2[C:5](=[CH:14][CH:15]=1)[NH:4][CH:3]=[C:10]2[CH2:11][N:12]([CH3:16])[CH3:13]. The yield is 0.850. (3) The catalyst is CS(C)=O.[Cu]. The product is [F:19][C:13]([F:20])([C:2]1[CH:7]=[CH:6][CH:5]=[C:4]([S:8]([CH3:11])(=[O:10])=[O:9])[CH:3]=1)[C:14]([O:16][CH2:17][CH3:18])=[O:15]. The reactants are I[C:2]1[CH:7]=[CH:6][CH:5]=[C:4]([S:8]([CH3:11])(=[O:10])=[O:9])[CH:3]=1.I[C:13]([F:20])([F:19])[C:14]([O:16][CH2:17][CH3:18])=[O:15].[Cl-].[NH4+]. The yield is 0.950. (4) The reactants are Cl.[C:2]([C:4]1[CH:9]=[CH:8][CH:7]=[CH:6][C:5]=1[S:10]([O:13][C:14]1[CH:15]=[C:16]([CH:22]=[C:23]([CH3:25])[CH:24]=1)[O:17][CH2:18][CH2:19][CH:20]=[O:21])(=[O:12])=[O:11])#[N:3].[N+]([O-])(O)=[O:27].[NH2:30][NH:31][C:32]([NH2:34])=[NH:33].O. The catalyst is C(O)C. The product is [C:20]([OH:21])(=[O:27])[CH3:19].[C:2]([C:4]1[CH:9]=[CH:8][CH:7]=[CH:6][C:5]=1[S:10]([O:13][C:14]1[CH:15]=[C:16]([CH:22]=[C:23]([CH3:25])[CH:24]=1)[O:17][CH2:18][CH2:19][CH2:20][NH:30][NH:31][C:32]([NH2:34])=[NH:33])(=[O:12])=[O:11])#[N:3]. The yield is 0.800. (5) The reactants are CCOC(/N=N/C(OCC)=O)=O.C1(P(C2C=CC=CC=2)C2C=CC=CC=2)C=CC=CC=1.[C:32]([OH:43])(=[O:42])[CH:33]([C:36]1[CH:41]=[CH:40][CH:39]=[CH:38][CH:37]=1)[CH2:34]O. The catalyst is O1CCCC1. The product is [C:36]1([CH:33]2[CH2:34][O:43][C:32]2=[O:42])[CH:37]=[CH:38][CH:39]=[CH:40][CH:41]=1. The yield is 0.840.